Dataset: Forward reaction prediction with 1.9M reactions from USPTO patents (1976-2016). Task: Predict the product of the given reaction. (1) The product is: [CH3:13][N:3]([CH3:2])[CH2:4][CH2:5][CH:6]([C:8]1[S:9][CH:10]=[CH:11][CH:12]=1)[OH:7]. Given the reactants Cl.[CH3:2][N:3]([CH3:13])[CH2:4][CH2:5][C:6]([C:8]1[S:9][CH:10]=[CH:11][CH:12]=1)=[O:7].CO.O.[BH4-].[Na+], predict the reaction product. (2) Given the reactants [F:1][C:2]1[CH:10]=[CH:9][C:8]([CH2:11][C:12]2[C:21]3[C:16](=[CH:17][CH:18]=[CH:19][CH:20]=3)[C:15](=[O:22])[NH:14][N:13]=2)=[CH:7][C:3]=1[C:4](O)=[O:5].F[P-](F)(F)(F)(F)F.N1(OC(N(C)C)=[N+](C)C)C2C=CC=CC=2N=N1.[O:47]1[CH2:52][CH2:51][N:50]([C:53]([C:55]2[N:56]=[C:57]([C:64]([F:67])([F:66])[F:65])[N:58]3[CH2:63][CH2:62][NH:61][CH2:60][C:59]=23)=[O:54])[CH2:49][CH2:48]1.C(N(CC)C(C)C)(C)C, predict the reaction product. The product is: [F:1][C:2]1[CH:10]=[CH:9][C:8]([CH2:11][C:12]2[C:21]3[C:16](=[CH:17][CH:18]=[CH:19][CH:20]=3)[C:15](=[O:22])[NH:14][N:13]=2)=[CH:7][C:3]=1[C:4]([N:61]1[CH2:62][CH2:63][N:58]2[C:57]([C:64]([F:66])([F:67])[F:65])=[N:56][C:55]([C:53]([N:50]3[CH2:51][CH2:52][O:47][CH2:48][CH2:49]3)=[O:54])=[C:59]2[CH2:60]1)=[O:5]. (3) Given the reactants [Br:1][C:2]1[C:7]([F:8])=[CH:6][CH:5]=[C:4]([N+:9]([O-])=O)[C:3]=1[NH:12][C:13]1[CH:18]=[CH:17][CH:16]=[CH:15][N:14]=1.[Cl-].[NH4+], predict the reaction product. The product is: [Br:1][C:2]1[C:7]([F:8])=[CH:6][CH:5]=[C:4]([NH2:9])[C:3]=1[NH:12][C:13]1[CH:18]=[CH:17][CH:16]=[CH:15][N:14]=1. (4) Given the reactants [NH2:1][C:2]1[CH:3]=[C:4]([CH:7]=[C:8]([N:11]2[CH2:16][CH2:15][C@@H:14]([NH:17][CH3:18])[C@H:13]([O:19][Si:20]([C:23]([CH3:26])([CH3:25])[CH3:24])([CH3:22])[CH3:21])[CH2:12]2)[C:9]=1[Cl:10])[C:5]#[N:6].C(N(CC)CC)C.[C:39](O[C:39]([O:41][CH3:42])=[O:40])([O:41][CH3:42])=[O:40], predict the reaction product. The product is: [CH3:42][O:41][C:39](=[O:40])[N:17]([C@@H:14]1[CH2:15][CH2:16][N:11]([C:8]2[CH:7]=[C:4]([C:5]#[N:6])[CH:3]=[C:2]([NH2:1])[C:9]=2[Cl:10])[CH2:12][C@H:13]1[O:19][Si:20]([C:23]([CH3:26])([CH3:25])[CH3:24])([CH3:22])[CH3:21])[CH3:18].